Dataset: NCI-60 drug combinations with 297,098 pairs across 59 cell lines. Task: Regression. Given two drug SMILES strings and cell line genomic features, predict the synergy score measuring deviation from expected non-interaction effect. (1) Drug 1: CN1C(=O)N2C=NC(=C2N=N1)C(=O)N. Drug 2: C1CCC(C(C1)N)N.C(=O)(C(=O)[O-])[O-].[Pt+4]. Cell line: MDA-MB-231. Synergy scores: CSS=20.4, Synergy_ZIP=-4.94, Synergy_Bliss=0.115, Synergy_Loewe=-4.24, Synergy_HSA=1.60. (2) Drug 2: CCN(CC)CCCC(C)NC1=C2C=C(C=CC2=NC3=C1C=CC(=C3)Cl)OC. Synergy scores: CSS=13.9, Synergy_ZIP=-1.49, Synergy_Bliss=4.97, Synergy_Loewe=0.211, Synergy_HSA=0.696. Drug 1: CNC(=O)C1=CC=CC=C1SC2=CC3=C(C=C2)C(=NN3)C=CC4=CC=CC=N4. Cell line: M14. (3) Drug 1: CC(C)CN1C=NC2=C1C3=CC=CC=C3N=C2N. Drug 2: CC1C(C(CC(O1)OC2CC(CC3=C2C(=C4C(=C3O)C(=O)C5=C(C4=O)C(=CC=C5)OC)O)(C(=O)CO)O)N)O.Cl. Cell line: MDA-MB-231. Synergy scores: CSS=29.0, Synergy_ZIP=-2.86, Synergy_Bliss=-5.66, Synergy_Loewe=-5.16, Synergy_HSA=-4.59.